Task: Regression. Given two drug SMILES strings and cell line genomic features, predict the synergy score measuring deviation from expected non-interaction effect.. Dataset: NCI-60 drug combinations with 297,098 pairs across 59 cell lines (1) Drug 1: C1CN1C2=NC(=NC(=N2)N3CC3)N4CC4. Drug 2: C1=CC(=CC=C1CCCC(=O)O)N(CCCl)CCCl. Cell line: HOP-62. Synergy scores: CSS=28.4, Synergy_ZIP=-1.20, Synergy_Bliss=5.01, Synergy_Loewe=-24.9, Synergy_HSA=-1.19. (2) Drug 1: CC1=C2C(C(=O)C3(C(CC4C(C3C(C(C2(C)C)(CC1OC(=O)C(C(C5=CC=CC=C5)NC(=O)OC(C)(C)C)O)O)OC(=O)C6=CC=CC=C6)(CO4)OC(=O)C)O)C)O. Drug 2: C(CC(=O)O)C(=O)CN.Cl. Cell line: SW-620. Synergy scores: CSS=3.79, Synergy_ZIP=-2.84, Synergy_Bliss=1.99, Synergy_Loewe=0.672, Synergy_HSA=0.672. (3) Drug 1: CCC1(CC2CC(C3=C(CCN(C2)C1)C4=CC=CC=C4N3)(C5=C(C=C6C(=C5)C78CCN9C7C(C=CC9)(C(C(C8N6C)(C(=O)OC)O)OC(=O)C)CC)OC)C(=O)OC)O.OS(=O)(=O)O. Drug 2: CCC1(C2=C(COC1=O)C(=O)N3CC4=CC5=C(C=CC(=C5CN(C)C)O)N=C4C3=C2)O.Cl. Cell line: ACHN. Synergy scores: CSS=21.4, Synergy_ZIP=-0.311, Synergy_Bliss=-1.87, Synergy_Loewe=-20.5, Synergy_HSA=-1.65. (4) Drug 2: C1=CC=C(C=C1)NC(=O)CCCCCCC(=O)NO. Cell line: NCI-H322M. Synergy scores: CSS=16.5, Synergy_ZIP=-0.0845, Synergy_Bliss=3.39, Synergy_Loewe=-6.26, Synergy_HSA=3.99. Drug 1: CC1OCC2C(O1)C(C(C(O2)OC3C4COC(=O)C4C(C5=CC6=C(C=C35)OCO6)C7=CC(=C(C(=C7)OC)O)OC)O)O. (5) Drug 1: CNC(=O)C1=NC=CC(=C1)OC2=CC=C(C=C2)NC(=O)NC3=CC(=C(C=C3)Cl)C(F)(F)F. Drug 2: C1CC(=O)NC(=O)C1N2C(=O)C3=CC=CC=C3C2=O. Cell line: NCI-H226. Synergy scores: CSS=-7.97, Synergy_ZIP=6.14, Synergy_Bliss=3.19, Synergy_Loewe=-6.44, Synergy_HSA=-7.23.